Dataset: CYP2D6 substrate classification data from Carbon-Mangels et al.. Task: Regression/Classification. Given a drug SMILES string, predict its absorption, distribution, metabolism, or excretion properties. Task type varies by dataset: regression for continuous measurements (e.g., permeability, clearance, half-life) or binary classification for categorical outcomes (e.g., BBB penetration, CYP inhibition). Dataset: cyp2d6_substrate_carbonmangels. The molecule is CN(C)CCOC(c1ccccc1)c1ccccc1. The result is 1 (substrate).